Dataset: Catalyst prediction with 721,799 reactions and 888 catalyst types from USPTO. Task: Predict which catalyst facilitates the given reaction. (1) Reactant: [Cl:1][C:2]1[CH:10]=[C:9]([F:11])[C:8]([F:12])=[CH:7][C:3]=1[C:4](O)=[O:5].Cl[C:14]([N:18](C)[CH3:19])=C(C)C.C(N(CC)CC)C.CNC.C1COCC1. Product: [Cl:1][C:2]1[CH:10]=[C:9]([F:11])[C:8]([F:12])=[CH:7][C:3]=1[C:4]([N:18]([CH3:19])[CH3:14])=[O:5]. The catalyst class is: 473. (2) Reactant: Cl[C:2]1[CH:7]=[CH:6][N:5]=[C:4]2[O:8][C:9]3([CH:15]4[CH2:16][CH2:17][N:12]([CH2:13][CH2:14]4)[CH2:11]3)[CH2:10][C:3]=12.C(=O)([O-])[O-].[Na+].[Na+].[CH2:24]([NH2:31])[C:25]1[CH:30]=[CH:29][CH:28]=[CH:27][CH:26]=1. Product: [C:25]1([CH2:24][NH:31][C:2]2[CH:7]=[CH:6][N:5]=[C:4]3[O:8][C:9]4([CH:15]5[CH2:16][CH2:17][N:12]([CH2:13][CH2:14]5)[CH2:11]4)[CH2:10][C:3]=23)[CH:30]=[CH:29][CH:28]=[CH:27][CH:26]=1. The catalyst class is: 6.